Dataset: Experimentally validated miRNA-target interactions with 360,000+ pairs, plus equal number of negative samples. Task: Binary Classification. Given a miRNA mature sequence and a target amino acid sequence, predict their likelihood of interaction. (1) The miRNA is mmu-miR-1199-5p with sequence UCUGAGUCCCGGUCGCGCGG. The protein sequence of the target gene is MSSKTASTNSIAQARRTVQQLRLEASIERIKVSKASADLMSYCEEHARSDPLLMGIPTSENPFKDKKTCIIL. Result: 0 (no interaction). (2) The miRNA is hsa-miR-6806-5p with sequence UGUAGGCAUGAGGCAGGGCCCAGG. The protein sequence of the target gene is MAAAAGPGAALSPRPCDSDPATPGAQSPKDDNEDNSNDGTQPSKRRRMGSGDSSRSCETSSQDLGFSYYPAENLIEYKWPPDETGEYYMLQEQVSEYLGVTSFKRKYPDLERRDLSHKEKLYLRELNVITETQCTLGLTALRSDEVIDLMIKEYPAKHAEYSVILQEKERQRITDHYKEYSQMQQQNTQKVEASKVPEYIKKAAKKAAEFNSNLNRERMEERRAYFDLQTHVIQVPQGKYKVLPTERTKVSSYPVALIPGQFQEYYKRYSPDELRYLPLNTALYEPPLDPELPALDSDGD.... Result: 0 (no interaction). (3) The miRNA is hsa-miR-19b-2-5p with sequence AGUUUUGCAGGUUUGCAUUUCA. The protein sequence of the target gene is MVAAKKTKKSLESINSRLQLVMKSGKYVLGYKQTLKMIRQGKAKLVILANNCPALRKSEIEYYAMLAKTGVHHYSGNNIELGTACGKYYRVCTLAIIDPGDSDIIRSMPEQTGEK. Result: 1 (interaction). (4) The miRNA is hsa-miR-651-5p with sequence UUUAGGAUAAGCUUGACUUUUG. The protein sequence of the target gene is MGAHHPALGLLLLLLCPAQVFSQSCVWYGECGIATGDKRYNCKYSGPPKPLPKDGYDLVQELCPGLFFDNVSLCCDIQQLQTLKSNLQLPLQFLSRCPSCFYNLMTLFCELTCSPHQSQFLNVTATEDYFDPKTQENKTNVKELEYFVGQSFANAMYNACRDVEAPSSNEKALGLLCGRDARACNATNWIEYMFNKDNGQAPFTIIPVFSDLSILGMEPMRNATKGCNESVDEVTGPCSCQDCSIVCGPKPQPPPPPMPWRIWGLDAMYVIMWVTYVAFLFVFFGALLAVWCHRRRYFVS.... Result: 0 (no interaction). (5) The miRNA is hsa-miR-520a-3p with sequence AAAGUGCUUCCCUUUGGACUGU. The protein sequence of the target gene is MATAESRALQFAEGAAFPAYRAPHAGGALLPPPSPAAALLPAPPAGPGPATFAGFLGRDPGPAPPPPASLGSPAPPKGAAAPSASQRRKRTSFSAEQLQLLELVFRRTRYPDIHLRERLAALTLLPESRIQVWFQNRRAKSRRQSGKSFQPLARPEIILNHCAPGTETKCLKPQLPLEVDVNCLPEPNGVGGGISDSSSQGQNFETCSPLSEDIGSKLDSWEEHIFSAFGNF. Result: 1 (interaction). (6) The miRNA is hsa-miR-600 with sequence ACUUACAGACAAGAGCCUUGCUC. The protein sequence of the target gene is MKLLKPTWVNHNGKPIFSVDIHPDGTKFATGGQGQDSGKVVIWNMSPVLQEDDEKDENIPKMLCQMDNHLACVNCVRWSNSGMYLASGGDDKLIMVWKRATYIGPSTVFGSSGKLANVEQWRCVSILRSHSGDVMDVAWSPHDAWLASCSVDNTVVIWNAVKFPEILATLRGHSGLVKGLTWDPVGKYIASQADDRSLKVWRTLDWQLETSITKPFDECGGTTHVLRLSWSPDGHYLVSAHAMNNSGPTAQIIEREGWKTNMDFVGHRKAVTVVKFNPKIFKKKQKNGSSTKPSCPYCCC.... Result: 0 (no interaction). (7) The miRNA is mmu-miR-133b-3p with sequence UUUGGUCCCCUUCAACCAGCUA. The protein sequence of the target gene is MSVSGLKAELKFLASIFDKNHERFRIVSWKLDELHCQFLVPQQGSPHSLPPPLTLHCNITESYPSSSPIWFVDSEDPNLTSVLERLEDTKNNNLLRQQLKWLICELCSLYNLPKHLDVEMLDQPLPTGQNGTTEEVTSEEEEEEEEMAEDIEDLDHYEMKEEEPISGKKSEDEGIEKENLAILEKIRKTQRQDHLNGAVSGSVQASDRLMKELRDIYRSQSYKTGIYSVELINDSLYDWHVKLQKVDPDSPLHSDLQILKEKEGIEYILLNFSFKDNFPFDPPFVRVVLPVLSGGYVLGG.... Result: 0 (no interaction). (8) The miRNA is mmu-miR-15a-5p with sequence UAGCAGCACAUAAUGGUUUGUG. The protein sequence of the target gene is MAPITTSRVEFDEIPTVVGIFSAFGLVFTVSLFAWICCQRRSAKSNKTPPYKFVHVLKGVDIYPENLSSKKKFGGDDKSEVKGKAALPNLSLHLDLEKRDLNGNFPKANPKAGSSSDLENVTPKLFTETEKEANSPESLKSSTSLTSEEKQEKLGTLFLSLEYNFEKKAFVVNIKEAQGLPAMDEQSMTSDPYIKMTILPEKKHRVKTRVLRKTLDPVFDETFTFYGIPYPHIQELSLHFTVLSFDRFSRDDVIGEVLIPLSGIELSDGKMLMTREIIKRNAKKSSGRGELLVSLCYQST.... Result: 0 (no interaction). (9) The protein sequence of the target gene is MPVQAPQWTDFLSCPICTQTFDETIRKPISLGCGHTVCKMCLNKLHRKACPFDQTTINTDIELLPVNSALLQLVGAQVPEQQPITLCSGVEDTKHYEEAKKCVEELALYLKPLSSARGVGLNSTTQSVLSRPMQRKLVTLVHCQLVEEEGRIRAMRAARSLGERTVTELILQHQNPQQLSSNLWAAVRARGCQFLGPAMQEEALKLVLLALEDGSALSRKVLVLFVVQRLEPRFPQASKTSIGHVVQLLYRASCFKVTKRDEDSSLMQLKEEFRTYEALRREHDSQIVQIAMEAGLRIAP.... The miRNA is hsa-miR-623 with sequence AUCCCUUGCAGGGGCUGUUGGGU. Result: 0 (no interaction).